Predict the product of the given reaction. From a dataset of Forward reaction prediction with 1.9M reactions from USPTO patents (1976-2016). (1) Given the reactants [CH3:1][S:2][C:3]1[N:8]=[C:7]([C:9]2[C:10]([O:15][C:16]3[CH:21]=[CH:20][C:19]([NH2:22])=[CH:18][CH:17]=3)=[N:11][CH:12]=[CH:13][CH:14]=2)[CH:6]=[CH:5][N:4]=1.[C:23](=[S:38])(OC1C=CC=CN=1)OC1C=CC=CN=1, predict the reaction product. The product is: [N:22]([C:19]1[CH:18]=[CH:17][C:16]([O:15][C:10]2[C:9]([C:7]3[CH:6]=[CH:5][N:4]=[C:3]([S:2][CH3:1])[N:8]=3)=[CH:14][CH:13]=[CH:12][N:11]=2)=[CH:21][CH:20]=1)=[C:23]=[S:38]. (2) Given the reactants [CH2:1]([C:4]1[CH:9]=[CH:8][C:7]([CH2:10][S:11]([NH2:14])(=[O:13])=[O:12])=[CH:6][CH:5]=1)[C:2]#[CH:3].Br[C:16]1[C:17]([NH:24][CH2:25][C:26]([CH3:29])([CH3:28])[CH3:27])=[N:18][C:19]([C:22]#[N:23])=[N:20][CH:21]=1.C(N(CC)CC)C, predict the reaction product. The product is: [C:22]([C:19]1[N:20]=[CH:21][C:16]2[CH:3]=[C:2]([CH2:1][C:4]3[CH:9]=[CH:8][C:7]([CH2:10][S:11]([NH2:14])(=[O:12])=[O:13])=[CH:6][CH:5]=3)[N:24]([CH2:25][C:26]([CH3:29])([CH3:28])[CH3:27])[C:17]=2[N:18]=1)#[N:23]. (3) Given the reactants [NH2:1][C:2]1[CH:7]=[CH:6][C:5]([OH:8])=[CH:4][CH:3]=1.[CH3:9][O:10][C:11]1[CH:16]=[CH:15][N:14]=[C:13](Cl)[CH:12]=1.CC([O-])(C)C.[K+], predict the reaction product. The product is: [NH2:1][C:2]1[CH:7]=[CH:6][C:5]([O:8][C:13]2[CH:12]=[C:11]([O:10][CH3:9])[CH:16]=[CH:15][N:14]=2)=[CH:4][CH:3]=1. (4) Given the reactants [Br:1][C:2]1[C:3]([O:12][CH3:13])=[CH:4][C:5]([O:10][CH3:11])=[C:6]([CH:9]=1)[CH:7]=O.Br[C:15]1[CH:20]=[CH:19][C:18]([O:21][CH2:22][CH3:23])=[CH:17][CH:16]=1, predict the reaction product. The product is: [Br:1][C:2]1[C:3]([O:12][CH3:13])=[CH:4][C:5]([O:10][CH3:11])=[C:6]([CH2:7][C:15]2[CH:20]=[CH:19][C:18]([O:21][CH2:22][CH3:23])=[CH:17][CH:16]=2)[CH:9]=1. (5) Given the reactants [OH:1][CH2:2][CH2:3][NH:4][NH2:5].[CH3:6][CH:7]([CH3:21])[C:8](=O)[CH2:9][C:10]([O:12][CH2:13][C:14]1[CH:19]=[CH:18][CH:17]=[CH:16][CH:15]=1)=S.C(N(CC)CC)C.O, predict the reaction product. The product is: [CH2:13]([O:12][C:10]1[CH:9]=[C:8]([CH:7]([CH3:21])[CH3:6])[N:4]([CH2:3][CH2:2][OH:1])[N:5]=1)[C:14]1[CH:19]=[CH:18][CH:17]=[CH:16][CH:15]=1. (6) Given the reactants Br[C:2]1[CH:3]=[N:4][N:5]2[CH:10]=[C:9]([O:11][CH:12]([F:14])[F:13])[CH:8]=[N:7][C:6]=12.[CH3:15][O:16][C:17]([C:19]1[S:20][C:21]([CH3:33])=[C:22](B2OC(C)(C)C(C)(C)O2)[CH:23]=1)=[O:18].C(=O)([O-])[O-].[Na+].[Na+], predict the reaction product. The product is: [CH3:15][O:16][C:17]([C:19]1[S:20][C:21]([CH3:33])=[C:22]([C:2]2[CH:3]=[N:4][N:5]3[CH:10]=[C:9]([O:11][CH:12]([F:14])[F:13])[CH:8]=[N:7][C:6]=23)[CH:23]=1)=[O:18]. (7) The product is: [NH2:8][C@@H:9]1[CH2:13][CH2:12][C@@:11]([CH3:15])([OH:14])[C@@:10]1([F:17])[CH3:16]. Given the reactants C([NH:8][CH:9]1[CH2:13][CH2:12][C:11]([CH3:15])([OH:14])[C:10]1([F:17])[CH3:16])C1C=CC=CC=1.Cl, predict the reaction product. (8) Given the reactants C([O:8][CH2:9][C:10]1[NH:11][C:12]([C:19]2[C:20]([CH3:30])=[CH:21][C:22]([CH3:29])=[C:23]([CH:28]=2)[C:24]([O:26][CH3:27])=[O:25])=[C:13]([C:15](F)(F)F)[N:14]=1)C1C=CC=CC=1.[OH-].[NH4+:32], predict the reaction product. The product is: [C:15]([C:13]1[N:14]=[C:10]([CH2:9][OH:8])[NH:11][C:12]=1[C:19]1[C:20]([CH3:30])=[CH:21][C:22]([CH3:29])=[C:23]([CH:28]=1)[C:24]([O:26][CH3:27])=[O:25])#[N:32].